Dataset: Forward reaction prediction with 1.9M reactions from USPTO patents (1976-2016). Task: Predict the product of the given reaction. Given the reactants Cl[C:2]1[C:7]([C:8]#[N:9])=[C:6]([C:10]([F:13])([F:12])[F:11])[CH:5]=[C:4]([NH:14][CH2:15][C@@H:16]2[CH2:22][C@@H:21]3[C@@H:19]([CH2:20]3)[CH2:18][N:17]2[C:23]([C:25]2[C:30]([C:31]3[N:36]=[CH:35][CH:34]=[CH:33][N:32]=3)=[CH:29][CH:28]=[C:27]([CH3:37])[N:26]=2)=[O:24])[N:3]=1.C1(P(C2C=CC=CC=2)C2C=CC=CC=2)C=CC=CC=1.C([O-])([O-])=O.[K+].[K+], predict the reaction product. The product is: [CH3:37][C:27]1[N:26]=[C:25]([C:23]([N:17]2[C@H:16]([CH2:15][NH:14][C:4]3[N:3]=[CH:2][C:7]([C:8]#[N:9])=[C:6]([C:10]([F:12])([F:11])[F:13])[CH:5]=3)[CH2:22][C@@H:21]3[C@@H:19]([CH2:20]3)[CH2:18]2)=[O:24])[C:30]([C:31]2[N:36]=[CH:35][CH:34]=[CH:33][N:32]=2)=[CH:29][CH:28]=1.